From a dataset of NCI-60 drug combinations with 297,098 pairs across 59 cell lines. Regression. Given two drug SMILES strings and cell line genomic features, predict the synergy score measuring deviation from expected non-interaction effect. (1) Drug 1: CC(C1=C(C=CC(=C1Cl)F)Cl)OC2=C(N=CC(=C2)C3=CN(N=C3)C4CCNCC4)N. Drug 2: C1CC(=O)NC(=O)C1N2CC3=C(C2=O)C=CC=C3N. Cell line: NCIH23. Synergy scores: CSS=15.0, Synergy_ZIP=-2.62, Synergy_Bliss=1.13, Synergy_Loewe=-2.00, Synergy_HSA=1.88. (2) Drug 1: CN(CC1=CN=C2C(=N1)C(=NC(=N2)N)N)C3=CC=C(C=C3)C(=O)NC(CCC(=O)O)C(=O)O. Drug 2: CC1CCC2CC(C(=CC=CC=CC(CC(C(=O)C(C(C(=CC(C(=O)CC(OC(=O)C3CCCCN3C(=O)C(=O)C1(O2)O)C(C)CC4CCC(C(C4)OC)O)C)C)O)OC)C)C)C)OC. Cell line: SK-MEL-5. Synergy scores: CSS=6.56, Synergy_ZIP=-1.36, Synergy_Bliss=0.554, Synergy_Loewe=-0.334, Synergy_HSA=-0.221. (3) Drug 1: CC1C(C(CC(O1)OC2CC(CC3=C2C(=C4C(=C3O)C(=O)C5=C(C4=O)C(=CC=C5)OC)O)(C(=O)C)O)N)O.Cl. Drug 2: C(CN)CNCCSP(=O)(O)O. Cell line: SW-620. Synergy scores: CSS=29.6, Synergy_ZIP=-8.01, Synergy_Bliss=-3.55, Synergy_Loewe=-64.7, Synergy_HSA=-2.47.